From a dataset of Full USPTO retrosynthesis dataset with 1.9M reactions from patents (1976-2016). Predict the reactants needed to synthesize the given product. Given the product [CH3:1][O:2][C:3]1[CH:4]=[C:5]2[C:9](=[CH:10][CH:11]=1)[N:8]([CH2:15][C:16]([O:18][CH3:19])=[O:17])[CH:7]=[CH:6]2, predict the reactants needed to synthesize it. The reactants are: [CH3:1][O:2][C:3]1[CH:4]=[C:5]2[C:9](=[CH:10][CH:11]=1)[NH:8][CH:7]=[CH:6]2.[H-].[Na+].Br[CH2:15][C:16]([O:18][CH3:19])=[O:17].O.